From a dataset of Reaction yield outcomes from USPTO patents with 853,638 reactions. Predict the reaction yield, written as a fraction of the theoretical maximum amount of product (1.0 means a 100% yield; for example, 0.34 means a 34% yield). (1) The reactants are [NH2:1][C:2]1[C:11]2[CH:10]=[CH:9][C:8]([F:12])=[C:7](Br)[C:6]=2[N:5]=[C:4]2[CH2:14][N:15]([CH2:18][CH3:19])[C:16](=[O:17])[C:3]=12.[CH3:20][O:21][C:22]1[CH:27]=[C:26]([O:28][CH3:29])[CH:25]=[CH:24][C:23]=1B(O)O. No catalyst specified. The product is [NH2:1][C:2]1[C:11]2[CH:10]=[CH:9][C:8]([F:12])=[C:7]([C:25]3[CH:24]=[CH:23][C:22]([O:21][CH3:20])=[CH:27][C:26]=3[O:28][CH3:29])[C:6]=2[N:5]=[C:4]2[CH2:14][N:15]([CH2:18][CH3:19])[C:16](=[O:17])[C:3]=12. The yield is 0.131. (2) The reactants are [C:1]([C:5]1[CH:10]=[C:9]([C:11]2[CH:16]=[CH:15][CH:14]=[CH:13][C:12]=2[O:17][CH2:18][CH3:19])[C:8]([N+:20]([O-])=O)=[CH:7][C:6]=1[OH:23])([CH3:4])([CH3:3])[CH3:2]. The catalyst is CO.[Ni]. The product is [C:1]([C:5]1[CH:10]=[C:9]([C:11]2[CH:16]=[CH:15][CH:14]=[CH:13][C:12]=2[O:17][CH2:18][CH3:19])[C:8]([NH2:20])=[CH:7][C:6]=1[OH:23])([CH3:3])([CH3:2])[CH3:4]. The yield is 0.920. (3) The catalyst is C(O)(C)C. The product is [CH3:11][N:6]1[C:5]([C:12]2[CH:13]=[N:14][N:15]([CH3:17])[CH:16]=2)=[N:4][C:3]2[C:7]1=[N:8][CH:9]=[N:10][C:2]=2[N:21]1[CH2:22][CH2:23][N:18]([C:24]2[CH:39]=[CH:38][CH:37]=[C:26]([O:27][CH2:28][C:29](=[O:30])[N:31]3[CH2:32][CH2:33][CH2:34][CH2:35][CH2:36]3)[CH:25]=2)[CH2:19][CH2:20]1. The reactants are Cl[C:2]1[N:10]=[CH:9][N:8]=[C:7]2[C:3]=1[N:4]=[C:5]([C:12]1[CH:13]=[N:14][N:15]([CH3:17])[CH:16]=1)[N:6]2[CH3:11].[N:18]1([C:24]2[CH:25]=[C:26]([CH:37]=[CH:38][CH:39]=2)[O:27][CH2:28][C:29]([N:31]2[CH2:36][CH2:35][CH2:34][CH2:33][CH2:32]2)=[O:30])[CH2:23][CH2:22][NH:21][CH2:20][CH2:19]1.C(N(CC)CC)C. The yield is 0.100. (4) The reactants are [CH2:1](N)[CH2:2]N.[C-]#[C-].[Li+].[Li+].Br[CH2:10][CH2:11][CH2:12][CH2:13][CH2:14][CH2:15][CH2:16][O:17][C:18]1[CH:19]=[C:20]([C:24]([NH2:26])=[O:25])[CH:21]=[CH:22][CH:23]=1. The catalyst is CS(C)=O.Cl. The product is [CH2:16]([O:17][C:18]1[CH:19]=[C:20]([C:24]([NH2:26])=[O:25])[CH:21]=[CH:22][CH:23]=1)[CH2:15][CH2:14][CH2:13][CH2:12][CH2:11][CH2:10][C:1]#[CH:2]. The yield is 0.130. (5) The reactants are [N:1]([C@H:4]1[CH2:9][C@H:8]([O:10][C:11](=[O:18])[C:12]2[CH:17]=[CH:16][CH:15]=[CH:14][CH:13]=2)[CH2:7][N:6]([C:19]([O:21][CH2:22][C:23]2[CH:28]=[CH:27][CH:26]=[CH:25][CH:24]=2)=[O:20])[CH2:5]1)=[N+]=[N-].CP(C)C.[C:33](O[C:33]([O:35][C:36]([CH3:39])([CH3:38])[CH3:37])=[O:34])([O:35][C:36]([CH3:39])([CH3:38])[CH3:37])=[O:34]. The catalyst is N1C=CC=CC=1.[OH-].[NH4+].C(O)C.C1COCC1.CCOC(C)=O. The product is [C:11]([O:10][C@H:8]1[CH2:9][C@H:4]([NH:1][C:33]([O:35][C:36]([CH3:39])([CH3:38])[CH3:37])=[O:34])[CH2:5][N:6]([C:19]([O:21][CH2:22][C:23]2[CH:28]=[CH:27][CH:26]=[CH:25][CH:24]=2)=[O:20])[CH2:7]1)(=[O:18])[C:12]1[CH:17]=[CH:16][CH:15]=[CH:14][CH:13]=1. The yield is 0.920. (6) The reactants are [OH:1][C:2]1[CH:3]=[CH:4][C:5]2[N:9]=[C:8]([CH2:10][O:11][C:12]3[CH:13]=[C:14]([CH:19]=[CH:20][CH:21]=3)[C:15]([O:17][CH3:18])=[O:16])[N:7]([CH3:22])[C:6]=2[CH:23]=1.[Br:24][C:25]1[C:26](F)=[N:27][CH:28]=[C:29]([F:31])[CH:30]=1.N1C2C(=CC=C3C=2N=CC=C3)C=CC=1.C(=O)([O-])[O-].[Cs+].[Cs+]. The catalyst is [Cu](I)I.CN(C=O)C. The product is [Br:24][C:25]1[C:26]([O:1][C:2]2[CH:3]=[CH:4][C:5]3[N:9]=[C:8]([CH2:10][O:11][C:12]4[CH:13]=[C:14]([CH:19]=[CH:20][CH:21]=4)[C:15]([O:17][CH3:18])=[O:16])[N:7]([CH3:22])[C:6]=3[CH:23]=2)=[N:27][CH:28]=[C:29]([F:31])[CH:30]=1. The yield is 0.540. (7) The product is [Br:8][C:3]1[C:4]([CH3:7])=[N:5][O:6][C:2]=1[NH:1][S:15]([C:11]1[CH:10]=[C:9]([CH3:19])[CH:14]=[CH:13][CH:12]=1)(=[O:17])=[O:16]. The reactants are [NH2:1][C:2]1[O:6][N:5]=[C:4]([CH3:7])[C:3]=1[Br:8].[C:9]1([CH3:19])[CH:14]=[CH:13][CH:12]=[C:11]([S:15](Cl)(=[O:17])=[O:16])[CH:10]=1. No catalyst specified. The yield is 0.630.